This data is from Cav3 T-type calcium channel HTS with 100,875 compounds. The task is: Binary Classification. Given a drug SMILES string, predict its activity (active/inactive) in a high-throughput screening assay against a specified biological target. (1) The molecule is S(=O)(=O)(N(CC(=O)N1CCC(=CC1)c1ccccc1)C)c1[nH]cnc1. The result is 0 (inactive). (2) The drug is Brc1cc(F)c(NC(=S)/N=C\N(C)C)cc1. The result is 0 (inactive). (3) The compound is O(CC(=O)NC(=O)NC(C)C)C(=O)c1ccc(NC(=O)CC#N)cc1. The result is 0 (inactive). (4) The compound is Cl\C(=C\CC(C(=O)Nc1c(OC)cccc1)C(=O)C)C. The result is 0 (inactive). (5) The molecule is Fc1c(C(=O)NCc2ccccc2)c(F)c(F)c(F)c1F. The result is 0 (inactive). (6) The drug is Clc1ccc(NC(=O)CC2SC=3N(CCN3)C2=O)cc1. The result is 0 (inactive).